Dataset: Full USPTO retrosynthesis dataset with 1.9M reactions from patents (1976-2016). Task: Predict the reactants needed to synthesize the given product. (1) Given the product [NH2:17][C:9]1[CH:8]=[C:7]([OH:20])[C:6]([CH:1]2[CH2:5][CH2:4][CH2:3][CH2:2]2)=[CH:11][C:10]=1[CH2:12][C:13]([O:15][CH3:16])=[O:14], predict the reactants needed to synthesize it. The reactants are: [CH:1]1([C:6]2[C:7]([OH:20])=[CH:8][C:9]([N+:17]([O-])=O)=[C:10]([CH2:12][C:13]([O:15][CH3:16])=[O:14])[CH:11]=2)[CH2:5][CH2:4][CH2:3][CH2:2]1.O. (2) Given the product [CH2:24]([CH:21]1[CH2:22][CH2:23][N:18]([C:16]([C@H:12]2[CH2:13][CH2:14][CH2:15][NH:11]2)=[O:17])[CH2:19][CH2:20]1)[C:25]1[CH:26]=[CH:27][CH:28]=[CH:29][CH:30]=1, predict the reactants needed to synthesize it. The reactants are: C(OC([N:11]1[CH2:15][CH2:14][CH2:13][C@@H:12]1[C:16]([N:18]1[CH2:23][CH2:22][CH:21]([CH2:24][C:25]2[CH:30]=[CH:29][CH:28]=[CH:27][CH:26]=2)[CH2:20][CH2:19]1)=[O:17])=O)C1C=CC=CC=1. (3) The reactants are: Br.[NH2:2][C:3]1[S:4][C:5]([CH2:8][CH2:9][N:10]2[C:18](=[O:19])[C:17]3[C:12](=[CH:13][CH:14]=[CH:15][CH:16]=3)[C:11]2=[O:20])=[CH:6][N:7]=1.Cl[C:22]([O:24][C:25]1[CH:30]=[CH:29][CH:28]=[CH:27][CH:26]=1)=[O:23]. Given the product [C:25]1([O:24][C:22](=[O:23])[NH:2][C:3]2[S:4][C:5]([CH2:8][CH2:9][N:10]3[C:18](=[O:19])[C:17]4[C:12](=[CH:13][CH:14]=[CH:15][CH:16]=4)[C:11]3=[O:20])=[CH:6][N:7]=2)[CH:30]=[CH:29][CH:28]=[CH:27][CH:26]=1, predict the reactants needed to synthesize it. (4) Given the product [ClH:1].[CH3:46][C@@H:43]1[NH:42][C@H:41]([C:39]2[NH:40][C:36]([C:31]3[CH:30]=[CH:29][C:28]4[C:33](=[CH:34][CH:35]=[C:26]([C:23]5[CH:22]=[CH:21][C:20]([C:17]6[NH:16][C:15]([C@@H:10]7[CH2:11][CH2:12][C@H:13]([CH3:14])[NH:9]7)=[N:19][CH:18]=6)=[CH:25][CH:24]=5)[CH:27]=4)[N:32]=3)=[CH:37][N:38]=2)[CH2:45][CH2:44]1, predict the reactants needed to synthesize it. The reactants are: [ClH:1].C(OC([N:9]1[C@@H:13]([CH3:14])[CH2:12][CH2:11][C@H:10]1[C:15]1[NH:16][C:17]([C:20]2[CH:25]=[CH:24][C:23]([C:26]3[CH:27]=[C:28]4[C:33](=[CH:34][CH:35]=3)[N:32]=[C:31]([C:36]3[NH:40][C:39]([C@@H:41]5[CH2:45][CH2:44][C@H:43]([CH3:46])[N:42]5C(OC(C)(C)C)=O)=[N:38][CH:37]=3)[CH:30]=[CH:29]4)=[CH:22][CH:21]=2)=[CH:18][N:19]=1)=O)(C)(C)C. (5) Given the product [Cl:9][C:10]1[CH:15]=[C:14]([C:16]([F:17])([F:18])[F:19])[CH:13]=[CH:12][C:11]=1[C:2]1[CH:8]=[CH:7][C:5]([NH2:6])=[CH:4][CH:3]=1, predict the reactants needed to synthesize it. The reactants are: Br[C:2]1[CH:8]=[CH:7][C:5]([NH2:6])=[CH:4][CH:3]=1.[Cl:9][C:10]1[CH:15]=[C:14]([C:16]([F:19])([F:18])[F:17])[CH:13]=[CH:12][C:11]=1B(O)O.BrC1C=CC(N)=CC=1Cl.FC(F)(F)C1C=CC(B(O)O)=CC=1. (6) Given the product [Cl:1][C:2]1[CH:3]=[C:4]([C@@H:8]2[C@@H:13]([C:14]3[CH:15]=[CH:16][C:17]([Cl:20])=[CH:18][CH:19]=3)[N:12]([CH2:21][CH:22]3[CH2:24][CH2:23]3)[C:11](=[O:25])[C@@H:10]([CH2:26][C:27]([NH:32][NH2:33])=[O:28])[CH2:9]2)[CH:5]=[CH:6][CH:7]=1, predict the reactants needed to synthesize it. The reactants are: [Cl:1][C:2]1[CH:3]=[C:4]([C@@H:8]2[C@@H:13]([C:14]3[CH:19]=[CH:18][C:17]([Cl:20])=[CH:16][CH:15]=3)[N:12]([CH2:21][CH:22]3[CH2:24][CH2:23]3)[C:11](=[O:25])[C@@H:10]([CH2:26][C:27](OC)=[O:28])[CH2:9]2)[CH:5]=[CH:6][CH:7]=1.O.[NH2:32][NH2:33].